Dataset: Full USPTO retrosynthesis dataset with 1.9M reactions from patents (1976-2016). Task: Predict the reactants needed to synthesize the given product. (1) Given the product [F:14][C:11]1[CH:12]=[CH:13][C:8]([C:5]2[CH:4]=[N:3][C:2]([NH2:15])=[N:7][CH:6]=2)=[CH:9][CH:10]=1, predict the reactants needed to synthesize it. The reactants are: Cl[C:2]1[N:7]=[CH:6][C:5]([C:8]2[CH:13]=[CH:12][C:11]([F:14])=[CH:10][CH:9]=2)=[CH:4][N:3]=1.[NH3:15]. (2) Given the product [OH:34][C:2]1[CH:33]=[CH:32][C:5]([C:6]([C:8]2[CH:31]=[CH:30][C:11]([O:12][CH2:13][CH2:14][CH2:15][O:16][C:17]3[CH:22]=[CH:21][C:20]([CH2:23][C@H:24]([O:28][CH3:29])[C:25]([OH:27])=[O:26])=[CH:19][CH:18]=3)=[CH:10][CH:9]=2)=[O:7])=[CH:4][CH:3]=1, predict the reactants needed to synthesize it. The reactants are: F[C:2]1[CH:33]=[CH:32][C:5]([C:6]([C:8]2[CH:31]=[CH:30][C:11]([O:12][CH2:13][CH2:14][CH2:15][O:16][C:17]3[CH:22]=[CH:21][C:20]([CH2:23][C@H:24]([O:28][CH3:29])[C:25]([OH:27])=[O:26])=[CH:19][CH:18]=3)=[CH:10][CH:9]=2)=[O:7])=[CH:4][CH:3]=1.[OH-:34].[K+].O. (3) Given the product [CH:1]1([N:4]2[CH2:12][C:11]3[C:6](=[CH:7][CH:8]=[C:9]([NH2:13])[CH:10]=3)[CH2:5]2)[CH2:3][CH2:2]1, predict the reactants needed to synthesize it. The reactants are: [CH:1]1([N:4]2[CH2:12][C:11]3[C:6](=[CH:7][CH:8]=[C:9]([N+:13]([O-])=O)[CH:10]=3)[CH2:5]2)[CH2:3][CH2:2]1. (4) Given the product [C:1]12([CH2:11][O:12][C:13]3[C:21]([Cl:22])=[CH:20][C:16]([C:17]([O:19][C:24]([CH3:27])([CH3:26])[CH3:25])=[O:18])=[C:15]([F:23])[CH:14]=3)[CH2:8][CH:7]3[CH2:9][CH:3]([CH2:4][CH:5]([CH2:6]3)[CH2:10]1)[CH2:2]2, predict the reactants needed to synthesize it. The reactants are: [C:1]12([CH2:11][O:12][C:13]3[C:21]([Cl:22])=[CH:20][C:16]([C:17]([OH:19])=[O:18])=[C:15]([F:23])[CH:14]=3)[CH2:10][CH:5]3[CH2:6][CH:7]([CH2:9][CH:3]([CH2:4]3)[CH2:2]1)[CH2:8]2.[C:24](OC(OC(O[C:24]([CH3:27])([CH3:26])[CH3:25])=O)=O)([CH3:27])([CH3:26])[CH3:25].